From a dataset of Forward reaction prediction with 1.9M reactions from USPTO patents (1976-2016). Predict the product of the given reaction. Given the reactants Cl[C:2]1[N:7]=[C:6]([O:8][C:9]2[CH:10]=[C:11]([C:15]3[O:19][C:18]([NH:20][C:21]4[CH:26]=[C:25]([S:27]([CH2:30][CH3:31])(=[O:29])=[O:28])[CH:24]=[CH:23][C:22]=4[O:32][CH3:33])=[N:17][CH:16]=3)[CH:12]=[CH:13][CH:14]=2)[CH:5]=[CH:4][N:3]=1.[CH:34]([NH2:37])([CH3:36])[CH3:35], predict the reaction product. The product is: [CH2:30]([S:27]([C:25]1[CH:24]=[CH:23][C:22]([O:32][CH3:33])=[C:21]([NH:20][C:18]2[O:19][C:15]([C:11]3[CH:10]=[C:9]([CH:14]=[CH:13][CH:12]=3)[O:8][C:6]3[CH:5]=[CH:4][N:3]=[C:2]([NH:37][CH:34]([CH3:36])[CH3:35])[N:7]=3)=[CH:16][N:17]=2)[CH:26]=1)(=[O:29])=[O:28])[CH3:31].